This data is from Orexin1 receptor HTS with 218,158 compounds and 233 confirmed actives. The task is: Binary Classification. Given a drug SMILES string, predict its activity (active/inactive) in a high-throughput screening assay against a specified biological target. (1) The drug is Clc1cc(NCc2c(F)cccc2)ccc1F. The result is 0 (inactive). (2) The molecule is Clc1cc(c2n(CC=C)c(SCc3ccc(cc3)C(=O)Nc3sccn3)nn2)ccc1C. The result is 1 (active). (3) The result is 0 (inactive). The compound is S(=O)(=O)(N1CCN(CC1)C(=O)c1cc([N+]([O-])=O)c(n2ncnc2)cc1)c1c(cccc1)C#N. (4) The molecule is Brc1c2c(c(CC(=O)N\N=C\c3n(ccc3)C)cc1)cccc2. The result is 0 (inactive). (5) The compound is s1c(N2CCOCC2)nc2c1cc(cc2)C(=O)NCCc1cc(OCC)c(OCC)cc1. The result is 0 (inactive).